From a dataset of Forward reaction prediction with 1.9M reactions from USPTO patents (1976-2016). Predict the product of the given reaction. (1) Given the reactants [CH2:1]([O:3][C:4]([C:6]1[C:10]([C:11]([C:13]2[C:14](Cl)=[N:15][CH:16]=[CH:17][CH:18]=2)=O)=[CH:9][NH:8][CH:7]=1)=[O:5])[CH3:2].O.[NH2:21][NH2:22], predict the reaction product. The product is: [CH2:1]([O:3][C:4]([C:6]1[C:10]([C:11]2[C:13]3[C:14](=[N:15][CH:16]=[CH:17][CH:18]=3)[NH:22][N:21]=2)=[CH:9][NH:8][CH:7]=1)=[O:5])[CH3:2]. (2) Given the reactants [C:1]([O:5][C:6]([N:8]([C:13]1[CH:14]=[C:15]([CH:20]=[CH:21][C:22]=1[O:23][CH3:24])[C:16]([O:18]C)=[O:17])[S:9]([CH3:12])(=[O:11])=[O:10])=[O:7])([CH3:4])([CH3:3])[CH3:2].[Li+].[OH-].Cl, predict the reaction product. The product is: [C:1]([O:5][C:6]([N:8]([C:13]1[CH:14]=[C:15]([CH:20]=[CH:21][C:22]=1[O:23][CH3:24])[C:16]([OH:18])=[O:17])[S:9]([CH3:12])(=[O:11])=[O:10])=[O:7])([CH3:4])([CH3:3])[CH3:2]. (3) Given the reactants [CH2:1]([N:8]1[CH2:12][CH2:11][N:10]([C:13]2[S:14][C:15]([C:19]([OH:21])=O)=[C:16]([CH3:18])[N:17]=2)[C:9]1=[O:22])[C:2]1C=CC=CC=1.C(N1CCN(C2SC(C(O)=O)=C(C)N=2)C1=O)C.[NH2:40][CH2:41][C:42]1[CH:43]=[N:44][CH:45]=[CH:46][CH:47]=1, predict the reaction product. The product is: [CH2:1]([N:8]1[CH2:12][CH2:11][N:10]([C:13]2[S:14][C:15]([C:19]([NH:40][CH2:41][C:42]3[CH:43]=[N:44][CH:45]=[CH:46][CH:47]=3)=[O:21])=[C:16]([CH3:18])[N:17]=2)[C:9]1=[O:22])[CH3:2]. (4) The product is: [CH2:7]([O:9][C:10]([C:12]1[N:13]=[N:14][N:15]([CH2:18][C:19]2[CH:24]=[C:23]([C:25]([F:28])([F:27])[F:26])[CH:22]=[C:21]([C:29]([F:32])([F:31])[F:30])[CH:20]=2)[C:16]=1[Cl:2])=[O:11])[CH3:8]. Given the reactants P(Cl)(Cl)(Cl)(Cl)[Cl:2].[CH2:7]([O:9][C:10]([C:12]1[N:13]=[N:14][N:15]([CH2:18][C:19]2[CH:24]=[C:23]([C:25]([F:28])([F:27])[F:26])[CH:22]=[C:21]([C:29]([F:32])([F:31])[F:30])[CH:20]=2)[C:16]=1O)=[O:11])[CH3:8], predict the reaction product.